This data is from Full USPTO retrosynthesis dataset with 1.9M reactions from patents (1976-2016). The task is: Predict the reactants needed to synthesize the given product. (1) Given the product [C:2]([C:3]1[NH:5][C:6]2[C:7]([CH:12]=1)=[CH:8][CH:9]=[CH:10][CH:11]=2)([CH3:14])([CH3:13])[CH3:1], predict the reactants needed to synthesize it. The reactants are: [CH3:1][C:2]([CH3:14])([CH3:13])[C:3]([NH:5][C:6]1[CH:11]=[CH:10][CH:9]=[CH:8][C:7]=1[CH3:12])=O.[Li]CCCC.[NH4+].[Cl-]. (2) Given the product [CH:1]1([C:6]2[CH2:10][CH2:9][C:8](=[O:11])[C:7]=2[C:12]2[CH:17]=[CH:16][CH:15]=[C:14]([CH2:18][OH:19])[CH:13]=2)[CH2:2][CH2:3][CH2:4][CH2:5]1, predict the reactants needed to synthesize it. The reactants are: [CH:1]1([C:6]2[CH2:10][CH2:9][C:8](=[O:11])[C:7]=2[C:12]2[CH:17]=[CH:16][CH:15]=[C:14]([CH:18]=[O:19])[CH:13]=2)[CH2:5][CH2:4][CH2:3][CH2:2]1.C(O[BH-](OC(=O)C)OC(=O)C)(=O)C.[Na+].[Cl-].[NH4+]. (3) Given the product [NH2:11][CH2:10][C:8]1[CH:7]=[CH:6][C:5]([CH2:12][N:13]([CH2:22][C:23]2[C:28]([CH3:29])=[CH:27][CH:26]=[CH:25][N:24]=2)[CH:14]([C:16]2[CH:21]=[CH:20][CH:19]=[CH:18][N:17]=2)[CH3:15])=[C:4]([CH2:3][OH:2])[CH:9]=1, predict the reactants needed to synthesize it. The reactants are: C[O:2][C:3](=O)[C:4]1[CH:9]=[C:8]([C:10]#[N:11])[CH:7]=[CH:6][C:5]=1[CH2:12][N:13]([CH2:22][C:23]1[C:28]([CH3:29])=[CH:27][CH:26]=[CH:25][N:24]=1)[CH:14]([C:16]1[CH:21]=[CH:20][CH:19]=[CH:18][N:17]=1)[CH3:15].[H-].[H-].[H-].[H-].[Li+].[Al+3].C(C(C(C([O-])=O)O)O)([O-])=O. (4) The reactants are: [Br:1][C:2]1[CH:3]=[CH:4][C:5]([NH2:10])=[N:6][C:7]=1[CH2:8][CH3:9].[N+:11]([O-])([OH:13])=[O:12].[OH-].[Na+]. Given the product [Br:1][C:2]1[CH:3]=[C:4]([N+:11]([O-:13])=[O:12])[C:5]([NH2:10])=[N:6][C:7]=1[CH2:8][CH3:9], predict the reactants needed to synthesize it.